From a dataset of Reaction yield outcomes from USPTO patents with 853,638 reactions. Predict the reaction yield, written as a fraction of the theoretical maximum amount of product (1.0 means a 100% yield; for example, 0.34 means a 34% yield). (1) The reactants are [NH4+].[Cl-].[CH3:3][O:4][C:5]1[CH:10]=[CH:9][N:8]=[C:7]([NH2:11])[C:6]=1[N+:12]([O-])=O.O. The catalyst is C(O)(C)C.[Fe]. The product is [CH3:3][O:4][C:5]1[CH:10]=[CH:9][N:8]=[C:7]([NH2:11])[C:6]=1[NH2:12]. The yield is 0.380. (2) The reactants are [N:1]([O-:3])=O.[Na+].[CH3:5][O:6][C:7]1[CH:12]=[CH:11][C:10]([NH:13][CH2:14][C:15]([OH:17])=[O:16])=[CH:9][CH:8]=1.Cl. The catalyst is O. The product is [CH3:5][O:6][C:7]1[CH:8]=[CH:9][C:10]([N:13]([N:1]=[O:3])[CH2:14][C:15]([OH:17])=[O:16])=[CH:11][CH:12]=1. The yield is 1.00. (3) The reactants are [CH2:1]([N:3]1[CH:7]=[C:6]([C:8]2[CH:13]=[CH:12][N:11]=[C:10]3[NH:14][C:15]([C:17]4[CH2:18][CH2:19][N:20](C(OC(C)(C)C)=O)[CH2:21][CH:22]=4)=[CH:16][C:9]=23)[C:5]([C:30]2[CH:35]=[CH:34][C:33]([NH:36][C:37]([NH:39][C:40]3[CH:45]=[CH:44][CH:43]=[CH:42][CH:41]=3)=[O:38])=[CH:32][CH:31]=2)=[N:4]1)[CH3:2].Cl. The catalyst is O1CCOCC1. The product is [CH2:1]([N:3]1[CH:7]=[C:6]([C:8]2[CH:13]=[CH:12][N:11]=[C:10]3[NH:14][C:15]([C:17]4[CH2:18][CH2:19][NH:20][CH2:21][CH:22]=4)=[CH:16][C:9]=23)[C:5]([C:30]2[CH:35]=[CH:34][C:33]([NH:36][C:37]([NH:39][C:40]3[CH:41]=[CH:42][CH:43]=[CH:44][CH:45]=3)=[O:38])=[CH:32][CH:31]=2)=[N:4]1)[CH3:2]. The yield is 0.420. (4) The catalyst is C(Cl)Cl. The product is [CH3:1][O:2][C:3]1[CH:8]=[CH:7][C:6]([C:9]2[N:13]([C:14]3[CH:19]=[CH:18][C:17]([N:20]4[CH2:25][CH2:24][NH:23][CH2:22][CH2:21]4)=[CH:16][CH:15]=3)[N:12]=[CH:11][CH:10]=2)=[CH:5][C:4]=1[O:33][C@@H:34]1[CH2:38][CH2:37][O:36][CH2:35]1. The reactants are [CH3:1][O:2][C:3]1[CH:8]=[CH:7][C:6]([C:9]2[N:13]([C:14]3[CH:19]=[CH:18][C:17]([N:20]4[CH2:25][CH2:24][N:23](C(OC(C)(C)C)=O)[CH2:22][CH2:21]4)=[CH:16][CH:15]=3)[N:12]=[CH:11][CH:10]=2)=[CH:5][C:4]=1[O:33][C@@H:34]1[CH2:38][CH2:37][O:36][CH2:35]1.C(O)(C(F)(F)F)=O. The yield is 0.800. (5) The reactants are F[C:2]1[CH:9]=[CH:8][C:5]([C:6]#[N:7])=[CH:4][CH:3]=1.[C:10]1([SH:16])[CH:15]=[CH:14][CH:13]=[CH:12][CH:11]=1.C(=O)([O-])[O-].[K+].[K+]. The catalyst is CN(C)C=O. The product is [C:10]1([S:16][C:2]2[CH:9]=[CH:8][C:5]([C:6]#[N:7])=[CH:4][CH:3]=2)[CH:15]=[CH:14][CH:13]=[CH:12][CH:11]=1. The yield is 0.690. (6) The reactants are [F:1][C:2]1[CH:10]=[C:9]2[C:5]([C:6]([CH2:12][NH:13][CH3:14])=[CH:7][N:8]2[CH3:11])=[CH:4][CH:3]=1.CNCC1C2C=CC=CC=2N2CCCC=12.[NH2:30][C:31]1[N:36]=[CH:35][C:34](/[CH:37]=[CH:38]/[C:39]([OH:41])=O)=[CH:33][CH:32]=1.Cl.O=C1NC2N=CC(/C=C/C(O)=O)=CC=2CC1. No catalyst specified. The product is [NH2:30][C:31]1[N:36]=[CH:35][C:34](/[CH:37]=[CH:38]/[C:39]([N:13]([CH2:12][C:6]2[C:5]3[C:9](=[CH:10][C:2]([F:1])=[CH:3][CH:4]=3)[N:8]([CH3:11])[CH:7]=2)[CH3:14])=[O:41])=[CH:33][CH:32]=1. The yield is 0.270. (7) The reactants are [CH3:1][O:2][C:3]1[CH:4]=[C:5]([CH:9]=[CH:10][C:11]=1[O:12][CH3:13])[CH2:6][CH2:7]O.C1(P(C2C=CC=CC=2)C2C=CC=CC=2)C=CC=CC=1.N1C=CN=C1.[I:38]I.S([O-])([O-])(=O)=S.[Na+].[Na+]. The catalyst is C1(C)C=CC=CC=1. The product is [I:38][CH2:7][CH2:6][C:5]1[CH:9]=[CH:10][C:11]([O:12][CH3:13])=[C:3]([O:2][CH3:1])[CH:4]=1. The yield is 1.00. (8) The reactants are [Br:1][C:2]1[CH:3]=[C:4]([CH:27]=[C:28]([C:30]([F:33])([F:32])[F:31])[CH:29]=1)[CH2:5][O:6][CH2:7][C:8]1([C:21]2[CH:22]=[N:23][CH:24]=[CH:25][CH:26]=2)[CH2:13][CH2:12][N:11]([C:14](OC(C)(C)C)=O)[CH2:10][CH2:9]1.C(O[BH-](OC(=O)C)OC(=O)C)(=O)C.[Na+]. The catalyst is CO. The product is [Br:1][C:2]1[CH:3]=[C:4]([CH:27]=[C:28]([C:30]([F:31])([F:32])[F:33])[CH:29]=1)[CH2:5][O:6][CH2:7][C:8]1([C:21]2[CH:22]=[N:23][CH:24]=[CH:25][CH:26]=2)[CH2:13][CH2:12][N:11]([CH3:14])[CH2:10][CH2:9]1. The yield is 0.440. (9) The reactants are [Cl:1][C:2]1[CH:6]=[N:5][N:4]([CH3:7])[C:3]=1[C:8]1[CH:9]=[C:10]([NH2:16])[CH:11]=[CH:12][C:13]=1[O:14][CH3:15].[F:17][C:18]1[CH:19]=[C:20]([N:24]=[C:25]=[O:26])[CH:21]=[CH:22][CH:23]=1. No catalyst specified. The product is [Cl:1][C:2]1[CH:6]=[N:5][N:4]([CH3:7])[C:3]=1[C:8]1[CH:9]=[C:10]([NH:16][C:25]([NH:24][C:20]2[CH:21]=[CH:22][CH:23]=[C:18]([F:17])[CH:19]=2)=[O:26])[CH:11]=[CH:12][C:13]=1[O:14][CH3:15]. The yield is 0.0100. (10) The reactants are [O:1]1[CH2:6][CH2:5][N:4]([C:7]2[CH:12]=[CH:11][CH:10]=[CH:9][C:8]=2[OH:13])[CH2:3][CH2:2]1.Br[CH2:15][C:16]([O:18][CH2:19][CH3:20])=[O:17].C([O-])([O-])=O.[K+].[K+]. The catalyst is CC#N. The product is [O:1]1[CH2:2][CH2:3][N:4]([C:7]2[CH:12]=[CH:11][CH:10]=[CH:9][C:8]=2[O:13][CH2:15][C:16]([O:18][CH2:19][CH3:20])=[O:17])[CH2:5][CH2:6]1. The yield is 0.900.